This data is from Catalyst prediction with 721,799 reactions and 888 catalyst types from USPTO. The task is: Predict which catalyst facilitates the given reaction. Reactant: [Cl:1][C:2]1[CH:10]=[CH:9][C:8]([C:11]2[C:12]([C@@H:17]([NH:27]C(=O)OC(C)(C)C)[CH2:18][C:19]3[CH:24]=[C:23]([F:25])[CH:22]=[C:21]([F:26])[CH:20]=3)=[N:13][CH:14]=[CH:15][CH:16]=2)=[C:7]2[C:3]=1[C:4]([NH:36][S:37]([CH3:40])(=[O:39])=[O:38])=[N:5][N:6]2[CH3:35].[F:41][C:42]([F:47])([F:46])[C:43](O)=[O:44].FC(F)(F)C(OC(=O)C(F)(F)F)=O. Product: [Cl:1][C:2]1[CH:10]=[CH:9][C:8]([C:11]2[C:12]([C@@H:17]([NH:27][C:43](=[O:44])[C:42]([F:47])([F:46])[F:41])[CH2:18][C:19]3[CH:20]=[C:21]([F:26])[CH:22]=[C:23]([F:25])[CH:24]=3)=[N:13][CH:14]=[CH:15][CH:16]=2)=[C:7]2[C:3]=1[C:4]([NH:36][S:37]([CH3:40])(=[O:38])=[O:39])=[N:5][N:6]2[CH3:35]. The catalyst class is: 2.